From a dataset of Forward reaction prediction with 1.9M reactions from USPTO patents (1976-2016). Predict the product of the given reaction. Given the reactants [CH3:1][O:2][C:3]1[CH:9]=[CH:8][C:6]([NH2:7])=[C:5]([CH3:10])[CH:4]=1.[C:11](O)(=O)[CH2:12][C:13](O)=O.O.[Cl-:19].[Cl-:20].[Cl-].[P+3]=O, predict the reaction product. The product is: [Cl:19][C:13]1[CH:12]=[C:11]([Cl:20])[C:8]2[C:6](=[C:5]([CH3:10])[CH:4]=[C:3]([O:2][CH3:1])[CH:9]=2)[N:7]=1.